Dataset: Catalyst prediction with 721,799 reactions and 888 catalyst types from USPTO. Task: Predict which catalyst facilitates the given reaction. Reactant: [F:1][C:2]1([CH2:11][OH:12])[CH2:7][CH2:6][N:5]([C:8]([O-:10])=[O:9])[CH2:4][CH2:3]1.CC(OI1(OC(C)=O)(OC(C)=O)O[C:24](=O)[C:23]2[CH:22]=CC=C[C:18]1=2)=O.ClCCl. Product: [F:1][C:2]1([CH:11]=[O:12])[CH2:3][CH2:4][N:5]([C:8]([O:10][C:23]([CH3:24])([CH3:22])[CH3:18])=[O:9])[CH2:6][CH2:7]1. The catalyst class is: 6.